From a dataset of Experimentally validated miRNA-target interactions with 360,000+ pairs, plus equal number of negative samples. Binary Classification. Given a miRNA mature sequence and a target amino acid sequence, predict their likelihood of interaction. (1) The miRNA is hsa-miR-4745-5p with sequence UGAGUGGGGCUCCCGGGACGGCG. The protein sequence of the target gene is MVREQYTTVTEGTHIERPENQHIYKIGIYGWRKRCLYLFVLLLLAILVVNLALTIWILKVMWFSPIGMGHLHVTADGLRLEGESEFLFPLYAKEIRSRVDSSLLLQSTQNVTVSARNSEGEVTGRVKVGAQMVEVQSQHFQINSEDGKPLFSAEEQDVVVGTGRLRVTGPEGALFEHSVETPLVRADPFQDLRLESPTRSLSMDAPRGVHVKANAGKLEALSQMDIILQSSEGVLVLDAETVGLTKLKQGTQGPAGSSNGFYEICACPDGKLYLSMAGEVTTCEEHSHVCL. Result: 0 (no interaction). (2) Result: 1 (interaction). The miRNA is mmu-miR-24-3p with sequence UGGCUCAGUUCAGCAGGAACAG. The protein sequence of the target gene is MGDRGARPGRLMPMLALLSWAAGLGVAEETPGRIPADKLLVITVATKENDGFHRFMNSAKYFNYTVKVLGQGQEWRGGDGMNSIGGGQKVRLLKEAMEHYASQEDLVILFTECFDVVFAGGPEEVLKKFQKTNHKIVFAADGLLWPDKRLADKYPVVHIGKRYLNSGGFIGYAPYISRLVQQWNLQDNDDDQLFYTKVYIDPLKREAFNITLDHKCKIFQALNGATDEVVLKFENGKSRVKNTFYETLPVAINGNGPTKILLNYFGNYVPNSWTQENGCALCDVDTIDLSTVDVPPKVTL.... (3) The miRNA is hsa-miR-6072 with sequence UCCUCAUCACACUGCACCUUAG. The protein sequence of the target gene is MSEARRDSTSSLQRKKPPWLKLDIPSAVPLTAEEPSFLQPLRRQAFLRSVSMPAETAHISSPHHELRRPVLQRQTSITQTIRRGTADWFGVSKDSDSTQKWQRKSIRHCSQRYGKLKPQVLRELDLPSQDNVSLTSTETPPPLYVGPCQLGMQKIIDPLARGRAFRVADDTAEGLSAPHTPVTPGAASLCSFSSSRSGFHRLPRRRKRESVAKMSFRAAAALMKGRSVRDGTFRRAQRRSFTPASFLEEDTTDFPDELDTSFFAREGILHEELSTYPDEVFESPSEAALKDWEKAPEQAD.... Result: 0 (no interaction). (4) The miRNA is hsa-miR-6794-3p with sequence CUCACUCUCAGUCCCUCCCU. The protein sequence of the target gene is MADLEAVLADVSYLMAMEKSKATPAARASKRIVLPEPSIRSVMQKYLAERNEITFDKIFNQKIGFLLFKDFCLNEINEAVPQVKFYEEIKEYEKLDNEEDRLCRSRQIYDAYIMKELLSCSHPFSKQAVEHVQSHLSKKQVTSTLFQPYIEEICESLRGDIFQKFMESDKFTRFCQWKNVELNIHLTMNEFSVHRIIGRGGFGEVYGCRKADTGKMYAMKCLDKKRIKMKQGETLALNERIMLSLVSTGDCPFIVCMTYAFHTPDKLCFILDLMNGGDLHYHLSQHGVFSEKEMRFYATE.... Result: 1 (interaction). (5) The miRNA is hsa-miR-215-5p with sequence AUGACCUAUGAAUUGACAGAC. The protein sequence of the target gene is MSASASVGGPVPQPPPGPAAALPPGSAARALHVELPSQQRRLRHLRNIAARNIVNRNGHQLLDTYFTLHLCSTEKIYKEFYRSEVIKNSLNPTWRSLDFGIMPDRLDTSVSCFVVKIWGGKENIYQLLIEWKVCLDGLKYLGQQIHARNQNEIIFGLNDGYYGAPFEHKGYSNAQKTILLQVDQNCVRNSYDVFSLLRLHRAQCAIKQTQVTVQKIGKEIEEKLRLTSTSNELKKKSECLQLKILVLQNELERQKKALGREVALLHKQQIALQDKGSAFSAEHLKLQLQKESLNELRKEC.... Result: 1 (interaction). (6) The miRNA is hsa-miR-7151-5p with sequence GAUCCAUCUCUGCCUGUAUUGGC. The protein sequence of the target gene is MCVRSCFQSPRLQWVWRTAFLKHTQRRHQGSHRWTHLGGSTYRAVIFDMGGVLIPSPGRVAAEWEVQNRIPSGTILKALMEGGENGPWMRFMRAEITAEGFLREFGRLCSEMLKTSVPVDSFFSLLTSERVAKQFPVMTEAITQIRAKGLQTAVLSNNFYLPNQKSFLPLDRKQFDVIVESCMEGICKPDPRIYKLCLEQLGLQPSESIFLDDLGTNLKEAARLGIHTIKVNDPETAVKELEALLGFTLRVGVPNTRPVKKTMEIPKDSLQKYLKDLLGIQTTGPLELLQFDHGQSNPTY.... Result: 0 (no interaction).